From a dataset of Full USPTO retrosynthesis dataset with 1.9M reactions from patents (1976-2016). Predict the reactants needed to synthesize the given product. (1) The reactants are: F[C:2]1[C:10]2[S:9][C:8]([C:11]3[C:12]([NH2:28])=[N:13][CH:14]=[C:15]([C:17]4[CH:18]=[N:19][N:20]([CH:22]5[CH2:27][CH2:26][NH:25][CH2:24][CH2:23]5)[CH:21]=4)[CH:16]=3)=[N:7][C:6]=2[C:5]([C:29]([F:32])([F:31])[F:30])=[CH:4][CH:3]=1.I[C:34]1SC2C(C)=CC=C(C(F)(F)F)C=2N=1. Given the product [CH3:34][C:2]1[C:10]2[S:9][C:8]([C:11]3[C:12]([NH2:28])=[N:13][CH:14]=[C:15]([C:17]4[CH:18]=[N:19][N:20]([CH:22]5[CH2:27][CH2:26][NH:25][CH2:24][CH2:23]5)[CH:21]=4)[CH:16]=3)=[N:7][C:6]=2[C:5]([C:29]([F:32])([F:30])[F:31])=[CH:4][CH:3]=1, predict the reactants needed to synthesize it. (2) The reactants are: CCCC[N+](CCCC)(CCCC)CCCC.[F-].CC([Si](C)(C)[O:24][CH2:25][C:26]1[CH:31]=[CH:30][CH:29]=[C:28]([O:32][CH2:33][O:34][CH3:35])[C:27]=1[CH:36]([OH:39])[CH2:37][CH3:38])(C)C. Given the product [OH:24][CH2:25][C:26]1[CH:31]=[CH:30][CH:29]=[C:28]([O:32][CH2:33][O:34][CH3:35])[C:27]=1[CH:36]([OH:39])[CH2:37][CH3:38], predict the reactants needed to synthesize it.